Task: Predict the reactants needed to synthesize the given product.. Dataset: Full USPTO retrosynthesis dataset with 1.9M reactions from patents (1976-2016) (1) Given the product [Cl:18][C:14]1[C:15]([F:17])=[C:16]2[C:11]([C:10]([S:19][C:20]3[CH:30]=[CH:29][CH:28]=[C:22]([C:23]([O:25][CH2:26][CH3:27])=[O:24])[C:21]=3[F:31])=[C:9]([CH:32]3[CH2:34][CH2:33]3)[N:8]2[CH2:7][C:6]([OH:35])=[O:5])=[CH:12][CH:13]=1, predict the reactants needed to synthesize it. The reactants are: C([O:5][C:6](=[O:35])[CH2:7][N:8]1[C:16]2[C:11](=[CH:12][CH:13]=[C:14]([Cl:18])[C:15]=2[F:17])[C:10]([S:19][C:20]2[C:21]([F:31])=[C:22]([CH:28]=[CH:29][CH:30]=2)[C:23]([O:25][CH2:26][CH3:27])=[O:24])=[C:9]1[CH:32]1[CH2:34][CH2:33]1)(C)(C)C.C(O)(C(F)(F)F)=O. (2) Given the product [ClH:6].[Cl:6][C:7]1[C:11]([Cl:12])=[C:10]([CH3:13])[NH:9][C:8]=1[C:14]([NH:16][C@H:17]1[CH2:22][CH2:21][NH:20][CH2:19][C@H:18]1[C:30]([OH:32])=[O:31])=[O:15], predict the reactants needed to synthesize it. The reactants are: C1COCC1.[Cl:6][C:7]1[C:11]([Cl:12])=[C:10]([CH3:13])[NH:9][C:8]=1[C:14]([NH:16][C@H:17]1[CH2:22][CH2:21][N:20](C(OC(C)(C)C)=O)[CH2:19][C@H:18]1[C:30]([O:32]C)=[O:31])=[O:15].[OH-].[Li+].Cl. (3) Given the product [CH:24]([O:10][C:5]1[CH:6]=[CH:7][CH:8]=[CH:9][C:4]=1[N+:1]([O-:3])=[O:2])([C:18]1[CH:23]=[CH:22][CH:21]=[CH:20][CH:19]=1)[C:25]1[CH:30]=[CH:29][CH:28]=[CH:27][CH:26]=1, predict the reactants needed to synthesize it. The reactants are: [N+:1]([C:4]1[CH:9]=[CH:8][CH:7]=[CH:6][C:5]=1[OH:10])([O-:3])=[O:2].C(=O)([O-])[O-].[K+].[K+].[Br-].[C:18]1([CH2:24][C:25]2[CH:30]=[CH:29][CH:28]=[CH:27][CH:26]=2)[CH:23]=[CH:22][CH:21]=[CH:20][CH:19]=1. (4) The reactants are: [CH3:1][N:2]([CH2:10][C:11]1[CH:16]=[CH:15][C:14]([C:17]2[S:18][CH:19]=[C:20]([C:22](=[O:35])[C:23]3[CH:28]=[C:27]([O:29][CH3:30])[C:26]([O:31][CH3:32])=[C:25]([O:33][CH3:34])[CH:24]=3)[N:21]=2)=[CH:13][CH:12]=1)C(=O)OC(C)(C)C.[ClH:36]. Given the product [ClH:36].[CH3:1][NH:2][CH2:10][C:11]1[CH:12]=[CH:13][C:14]([C:17]2[S:18][CH:19]=[C:20]([C:22]([C:23]3[CH:24]=[C:25]([O:33][CH3:34])[C:26]([O:31][CH3:32])=[C:27]([O:29][CH3:30])[CH:28]=3)=[O:35])[N:21]=2)=[CH:15][CH:16]=1, predict the reactants needed to synthesize it. (5) Given the product [N:12]([CH2:3][C:2]([C:6]1[N:11]=[CH:10][CH:9]=[CH:8][N:7]=1)([F:5])[F:1])=[N+:13]=[N-:14], predict the reactants needed to synthesize it. The reactants are: [F:1][C:2]([C:6]1[N:11]=[CH:10][CH:9]=[CH:8][N:7]=1)([F:5])[CH2:3]I.[N-:12]=[N+:13]=[N-:14].[Na+].CS(C)=O. (6) Given the product [C:1]1([CH:7]([C:47]2[CH:48]=[CH:49][CH:50]=[CH:51][CH:52]=2)[O:8][C:9]2[CH:42]=[CH:41][C:12]([CH2:13][NH:14][C:15]3[CH:20]=[CH:19][C:18]([CH2:21][CH2:22][C:23]([O:25][CH2:26][CH3:27])=[O:24])=[C:17]([F:28])[CH:16]=3)=[CH:11][C:10]=2[CH2:43][CH:44]([CH3:46])[CH3:45])[CH:2]=[CH:3][CH:4]=[CH:5][CH:6]=1, predict the reactants needed to synthesize it. The reactants are: [C:1]1([CH:7]([C:47]2[CH:52]=[CH:51][CH:50]=[CH:49][CH:48]=2)[O:8][C:9]2[CH:42]=[CH:41][C:12]([CH2:13][N:14](S(C3C=CC=CC=3[N+]([O-])=O)(=O)=O)[C:15]3[CH:20]=[CH:19][C:18]([CH2:21][CH2:22][C:23]([O:25][CH2:26][CH3:27])=[O:24])=[C:17]([F:28])[CH:16]=3)=[CH:11][C:10]=2[CH2:43][CH:44]([CH3:46])[CH3:45])[CH:6]=[CH:5][CH:4]=[CH:3][CH:2]=1.SCC(O)=O.O.[OH-].[Li+].C(=O)([O-])O.[Na+]. (7) Given the product [C:15]1([C:21]2[CH:22]=[C:23]3[C:27](=[C:28]([C:30]([O:32][C:33]([CH3:36])([CH3:35])[CH3:34])=[O:31])[CH:29]=2)[N:26]([C:37]([O:39][C:40]([CH3:43])([CH3:42])[CH3:41])=[O:38])[CH:25]=[CH:24]3)[CH:16]=[CH:17][CH:18]=[CH:19][CH:20]=1, predict the reactants needed to synthesize it. The reactants are: ClC1C(=O)C(C#N)=C(C#N)C(=O)C=1Cl.[C:15]1([C:21]2[CH:22]=[C:23]3[C:27](=[C:28]([C:30]([O:32][C:33]([CH3:36])([CH3:35])[CH3:34])=[O:31])[CH:29]=2)[N:26]([C:37]([O:39][C:40]([CH3:43])([CH3:42])[CH3:41])=[O:38])[CH2:25][CH2:24]3)[CH:20]=[CH:19][CH:18]=[CH:17][CH:16]=1. (8) Given the product [C:34]([CH:26]([NH:25][C:8]([CH:2]1[CH:3]2[CH2:4][CH:5]([CH2:6][CH2:7]2)[CH:1]1[NH:17][C:15]([C:14]1[CH:13]=[C:12]([C:11]2[CH:16]=[N:25][CH:26]=[CH:27][CH:28]=2)[N:18]([C:30]2[CH:31]=[CH:32][C:22]([Cl:23])=[C:21]([Cl:24])[CH:29]=2)[N:19]=1)=[O:37])=[O:10])[CH2:27][C:28]1[CH:33]=[CH:32][CH:31]=[CH:30][CH:29]=1)(=[O:35])[NH2:36], predict the reactants needed to synthesize it. The reactants are: [CH3:1][CH:2]([C:8]([OH:10])=O)[CH2:3][CH2:4][CH2:5][CH2:6][CH3:7].[CH:11]1[CH:12]=[CH:13][C:14]2[N:19](O)[N:18]=[N:17][C:15]=2[CH:16]=1.[CH2:21]([Cl:24])[CH2:22][Cl:23].[NH2:25][C@H:26]([C:34]([NH2:36])=[O:35])[CH2:27][C:28]1[CH:33]=[CH:32][CH:31]=[CH:30][CH:29]=1.[OH2:37]. (9) Given the product [Cl:31][C:28]1[CH:29]=[CH:30][C:25]([CH2:24][N:9]([C:3]2[C:2]([Cl:1])=[CH:7][C:6]([Cl:8])=[CH:5][N:4]=2)[S:10]([C:13]2[CH:14]=[CH:15][C:16]([C:17]([O:19][CH3:20])=[O:18])=[CH:21][CH:22]=2)(=[O:12])=[O:11])=[CH:26][C:27]=1[C:32]([F:33])([F:34])[F:35], predict the reactants needed to synthesize it. The reactants are: [Cl:1][C:2]1[C:3]([NH:9][S:10]([C:13]2[CH:22]=[CH:21][C:16]([C:17]([O:19][CH3:20])=[O:18])=[CH:15][CH:14]=2)(=[O:12])=[O:11])=[N:4][CH:5]=[C:6]([Cl:8])[CH:7]=1.Br[CH2:24][C:25]1[CH:30]=[CH:29][C:28]([Cl:31])=[C:27]([C:32]([F:35])([F:34])[F:33])[CH:26]=1. (10) Given the product [CH2:7]([S:8][C:12]1[CH:17]=[CH:16][CH:15]=[CH:14][C:13]=1[S:18]([NH:21][CH:22]([CH3:24])[CH3:23])(=[O:19])=[O:20])[C:1]1[CH:6]=[CH:5][CH:4]=[CH:3][CH:2]=1, predict the reactants needed to synthesize it. The reactants are: [C:1]1([CH2:7][SH:8])[CH:6]=[CH:5][CH:4]=[CH:3][CH:2]=1.[OH-].[Na+].F[C:12]1[CH:17]=[CH:16][CH:15]=[CH:14][C:13]=1[S:18]([NH:21][CH:22]([CH3:24])[CH3:23])(=[O:20])=[O:19].O.